This data is from NCI-60 drug combinations with 297,098 pairs across 59 cell lines. The task is: Regression. Given two drug SMILES strings and cell line genomic features, predict the synergy score measuring deviation from expected non-interaction effect. (1) Drug 1: CC1=C(C=C(C=C1)NC(=O)C2=CC=C(C=C2)CN3CCN(CC3)C)NC4=NC=CC(=N4)C5=CN=CC=C5. Drug 2: CC1=C2C(C(=O)C3(C(CC4C(C3C(C(C2(C)C)(CC1OC(=O)C(C(C5=CC=CC=C5)NC(=O)OC(C)(C)C)O)O)OC(=O)C6=CC=CC=C6)(CO4)OC(=O)C)O)C)O. Cell line: U251. Synergy scores: CSS=14.2, Synergy_ZIP=22.1, Synergy_Bliss=18.9, Synergy_Loewe=17.6, Synergy_HSA=18.1. (2) Drug 1: CC(CN1CC(=O)NC(=O)C1)N2CC(=O)NC(=O)C2. Drug 2: C1CCC(C(C1)N)N.C(=O)(C(=O)[O-])[O-].[Pt+4]. Cell line: MDA-MB-231. Synergy scores: CSS=10.2, Synergy_ZIP=-5.73, Synergy_Bliss=-3.23, Synergy_Loewe=-6.98, Synergy_HSA=-1.54.